This data is from Catalyst prediction with 721,799 reactions and 888 catalyst types from USPTO. The task is: Predict which catalyst facilitates the given reaction. (1) Reactant: [Cl:1][C:2]1[CH:3]=[CH:4][C:5](F)=[C:6]([CH:9]=1)[CH:7]=[O:8].[N+:11]([C:14]1[CH:19]=[CH:18][C:17]([OH:20])=[CH:16][CH:15]=1)([O-:13])=[O:12].C([O-])([O-])=O.[K+].[K+]. Product: [Cl:1][C:2]1[CH:3]=[CH:4][C:5]([O:20][C:17]2[CH:18]=[CH:19][C:14]([N+:11]([O-:13])=[O:12])=[CH:15][CH:16]=2)=[C:6]([CH:9]=1)[CH:7]=[O:8]. The catalyst class is: 80. (2) Reactant: Br[C:2]1[CH:7]=[CH:6][C:5]([N:8]2[C:12]([CH3:13])=[CH:11][C:10]([C:14]([N:16]([CH2:21][CH2:22][CH2:23][CH3:24])[CH2:17][CH2:18][CH2:19][CH3:20])=[O:15])=[N:9]2)=[C:4]([C:25]([N:27]2[C@H:36]([CH2:37][OH:38])[CH2:35][C:34]3[C:29](=[CH:30][CH:31]=[CH:32][CH:33]=3)[CH2:28]2)=[O:26])[CH:3]=1.[NH:39]1[CH2:44][CH2:43][O:42][CH2:41][CH2:40]1.N1CCC[C@H]1C(O)=O.C([O-])([O-])=O.[K+].[K+]. Product: [CH2:17]([N:16]([CH2:21][CH2:22][CH2:23][CH3:24])[C:14]([C:10]1[CH:11]=[C:12]([CH3:13])[N:8]([C:5]2[CH:6]=[CH:7][C:2]([N:39]3[CH2:44][CH2:43][O:42][CH2:41][CH2:40]3)=[CH:3][C:4]=2[C:25]([N:27]2[C@H:36]([CH2:37][OH:38])[CH2:35][C:34]3[C:29](=[CH:30][CH:31]=[CH:32][CH:33]=3)[CH2:28]2)=[O:26])[N:9]=1)=[O:15])[CH2:18][CH2:19][CH3:20]. The catalyst class is: 156. (3) Reactant: [C:1]1([S:7]([N:10]2[C:14]3[N:15]=[C:16]([C:20]4[CH:25]=[CH:24][CH:23]=[CH:22][CH:21]=4)[N:17]=[C:18](Cl)[C:13]=3[CH:12]=[C:11]2[C:26]([O-:28])=[O:27])(=[O:9])=[O:8])[CH:6]=[CH:5][CH:4]=[CH:3][CH:2]=1.[Li+].[OH:30][CH:31](O)[CH2:32][CH2:33][NH2:34].Cl.CS(C)=[O:39]. Product: [C:1]1([S:7]([N:10]2[C:14]3[N:15]=[C:16]([C:20]4[CH:25]=[CH:24][CH:23]=[CH:22][CH:21]=4)[N:17]=[C:18]([NH:34][CH2:33][C@H:32]([OH:39])[CH2:31][OH:30])[C:13]=3[CH:12]=[C:11]2[C:26]([OH:28])=[O:27])(=[O:9])=[O:8])[CH:6]=[CH:5][CH:4]=[CH:3][CH:2]=1. The catalyst class is: 6. (4) Reactant: [H-].[Na+].[CH2:3]([O:10][C:11]1[CH:16]=[CH:15][C:14]([OH:17])=[CH:13][CH:12]=1)[C:4]1[CH:9]=[CH:8][CH:7]=[CH:6][CH:5]=1.[Cl:18][C:19]1[CH:24]=[C:23](Cl)[CH:22]=[CH:21][N:20]=1. Product: [CH2:3]([O:10][C:11]1[CH:12]=[CH:13][C:14]([O:17][C:23]2[CH:22]=[CH:21][N:20]=[C:19]([Cl:18])[CH:24]=2)=[CH:15][CH:16]=1)[C:4]1[CH:5]=[CH:6][CH:7]=[CH:8][CH:9]=1. The catalyst class is: 3. (5) Reactant: [F:1][C:2]1[CH:7]=[CH:6][C:5]([N:8]2[CH2:13][CH2:12][CH:11]([C:14](Cl)=[O:15])[CH2:10][CH2:9]2)=[CH:4][CH:3]=1.[CH3:17][C@H:18]1[CH2:23][N:22]([CH2:24][C:25]2[CH:30]=[CH:29][C:28]([NH:31][CH3:32])=[CH:27][CH:26]=2)[CH2:21][CH2:20][N:19]1[C:33]([O:35][C:36]([CH3:39])([CH3:38])[CH3:37])=[O:34].C(N(CC)CC)C. Product: [F:1][C:2]1[CH:7]=[CH:6][C:5]([N:8]2[CH2:13][CH2:12][CH:11]([C:14]([N:31]([CH3:32])[C:28]3[CH:27]=[CH:26][C:25]([CH2:24][N:22]4[CH2:21][CH2:20][N:19]([C:33]([O:35][C:36]([CH3:38])([CH3:37])[CH3:39])=[O:34])[C@@H:18]([CH3:17])[CH2:23]4)=[CH:30][CH:29]=3)=[O:15])[CH2:10][CH2:9]2)=[CH:4][CH:3]=1. The catalyst class is: 2. (6) Reactant: [Br:1][C:2]1[CH:3]=[CH:4][C:5]([N:8]2[CH2:13][CH2:12][NH:11][CH2:10][CH2:9]2)=[N:6][CH:7]=1.[O:14](C(OC(C)(C)C)=O)[C:15]([O:17][C:18]([CH3:21])([CH3:20])[CH3:19])=O. Product: [Br:1][C:2]1[CH:3]=[CH:4][C:5]([N:8]2[CH2:9][CH2:10][N:11]([C:15]([O:17][C:18]([CH3:21])([CH3:20])[CH3:19])=[O:14])[CH2:12][CH2:13]2)=[N:6][CH:7]=1. The catalyst class is: 2. (7) Reactant: [N:1]([CH2:4][C@@H:5]1[C@@H:10]([OH:11])[C@H:9]([OH:12])[C@@H:8]([OH:13])[C@H:7]([C:14]2[CH:19]=[CH:18][C:17]([Cl:20])=[C:16]([CH2:21][C:22]3[CH:27]=[CH:26][C:25]([O:28][CH2:29][CH3:30])=[CH:24][CH:23]=3)[CH:15]=2)[O:6]1)=[N+:2]=[N-:3].[CH2:31]([OH:34])[C:32]#[CH:33]. Product: [Cl:20][C:17]1[CH:18]=[CH:19][C:14]([C@H:7]2[C@H:8]([OH:13])[C@@H:9]([OH:12])[C@H:10]([OH:11])[C@@H:5]([CH2:4][N:1]3[CH:33]=[C:32]([CH2:31][OH:34])[N:3]=[N:2]3)[O:6]2)=[CH:15][C:16]=1[CH2:21][C:22]1[CH:23]=[CH:24][C:25]([O:28][CH2:29][CH3:30])=[CH:26][CH:27]=1. The catalyst class is: 11.